This data is from Forward reaction prediction with 1.9M reactions from USPTO patents (1976-2016). The task is: Predict the product of the given reaction. (1) Given the reactants [OH:1][C:2]1[CH:3]=[C:4]([C:8]2[CH:9]=[C:10]([C:18]([NH:20][C:21]3[CH:22]=[C:23](/[CH:27]=[CH:28]/[C:29]([O:31][CH2:32][CH3:33])=[O:30])[CH:24]=[CH:25][CH:26]=3)=[O:19])[C:11]3[C:16]([CH:17]=2)=[CH:15][CH:14]=[CH:13][CH:12]=3)[CH:5]=[CH:6][CH:7]=1.C[CH2:35][N:36]([CH2:39]C)[CH2:37]C.ClC(OC1C=CC([N+]([O-])=O)=CC=1)=[O:43].Cl.CNC, predict the reaction product. The product is: [CH3:35][N:36]([CH3:39])[C:37]([O:1][C:2]1[CH:3]=[C:4]([C:8]2[CH:9]=[C:10]([C:18]([NH:20][C:21]3[CH:22]=[C:23](/[CH:27]=[CH:28]/[C:29]([O:31][CH2:32][CH3:33])=[O:30])[CH:24]=[CH:25][CH:26]=3)=[O:19])[C:11]3[C:16]([CH:17]=2)=[CH:15][CH:14]=[CH:13][CH:12]=3)[CH:5]=[CH:6][CH:7]=1)=[O:43]. (2) Given the reactants [CH2:1]([C@H:8]([NH:19][C:20](=[O:26])[O:21][C:22]([CH3:25])([CH3:24])[CH3:23])[C:9]([NH:11][C:12]1[CH:17]=[CH:16][C:15](Br)=[CH:14][CH:13]=1)=[O:10])[C:2]1[CH:7]=[CH:6][CH:5]=[CH:4][CH:3]=1.CC1(C)C(C)(C)OB([C:35]2[CH:40]=[CH:39][N:38]=[CH:37][CH:36]=2)O1.P([O-])([O-])([O-])=O.[K+].[K+].[K+].O, predict the reaction product. The product is: [C:22]([O:21][C:20](=[O:26])[NH:19][C@@H:8]([CH2:1][C:2]1[CH:7]=[CH:6][CH:5]=[CH:4][CH:3]=1)[C:9](=[O:10])[NH:11][C:12]1[CH:17]=[CH:16][C:15]([C:35]2[CH:40]=[CH:39][N:38]=[CH:37][CH:36]=2)=[CH:14][CH:13]=1)([CH3:25])([CH3:24])[CH3:23]. (3) Given the reactants COC[O:4][C:5]1[CH:6]=C[CH:8]=[C:9]2[C:13]=1C(=O)OC2.C[Mg]Br.[CH2:18]([O:20][CH2:21][CH3:22])[CH3:19].[Cl-].[NH4+].S(=O)(=O)(O)O.[C:30]1(C)C=CC(S(O)(=O)=O)=CC=1, predict the reaction product. The product is: [CH3:19][C:18]1([CH3:30])[C:6]2[C:5]([OH:4])=[CH:13][CH:9]=[CH:8][C:22]=2[CH2:21][O:20]1. (4) The product is: [S:25]1[C:13]2[CH:19]=[CH:18][CH:17]=[CH:16][C:14]=2[N:15]=[CH:24]1. Given the reactants [H-].[Na+].C(OCCOCCO)C.Cl[C:13]1[CH:19]=[CH:18][C:17](C(F)(F)F)=[CH:16][C:14]=1[NH2:15].[C:24](=S)=[S:25], predict the reaction product. (5) Given the reactants [C:1]1([C:7]2([CH:17]=[O:18])[CH2:16][CH2:15][C:10]3([O:14][CH2:13][CH2:12][O:11]3)[CH2:9][CH2:8]2)[CH:6]=[CH:5][CH:4]=[CH:3][CH:2]=1.[CH3:19][Mg]Br.[Cl-].[NH4+].O, predict the reaction product. The product is: [CH3:19][CH:17]([C:7]1([C:1]2[CH:6]=[CH:5][CH:4]=[CH:3][CH:2]=2)[CH2:8][CH2:9][C:10]2([O:14][CH2:13][CH2:12][O:11]2)[CH2:15][CH2:16]1)[OH:18]. (6) Given the reactants Cl[C:2]1[C:3]2[CH2:17][CH2:16][CH2:15][C:4]=2[N:5]=[C:6]([C:8]2[CH:13]=[CH:12][CH:11]=[C:10]([Cl:14])[CH:9]=2)[N:7]=1.[NH2:18][C:19](=[O:33])[CH:20]([CH2:25][C:26]1[CH:31]=[CH:30][C:29]([NH2:32])=[CH:28][CH:27]=1)C(OC)=O, predict the reaction product. The product is: [Cl:14][C:10]1[CH:9]=[C:8]([C:6]2[N:7]=[C:2]([NH:32][C:29]3[CH:28]=[CH:27][C:26]([CH2:25][CH2:20][C:19]([NH2:18])=[O:33])=[CH:31][CH:30]=3)[C:3]3[CH2:17][CH2:16][CH2:15][C:4]=3[N:5]=2)[CH:13]=[CH:12][CH:11]=1. (7) Given the reactants C([O:8][N:9]1[C:15](=[O:16])[N:14]2[CH2:17][C@H:10]1[CH2:11][CH2:12][C@H:13]2[C:18]([NH:20][O:21][CH2:22][C@@H:23]1[CH2:27][CH2:26][CH2:25][N:24]1[C:28]([O:30][C:31]([CH3:34])([CH3:33])[CH3:32])=[O:29])=[O:19])C1C=CC=CC=1, predict the reaction product. The product is: [OH:8][N:9]1[C:15](=[O:16])[N:14]2[CH2:17][C@H:10]1[CH2:11][CH2:12][C@H:13]2[C:18]([NH:20][O:21][CH2:22][C@@H:23]1[CH2:27][CH2:26][CH2:25][N:24]1[C:28]([O:30][C:31]([CH3:34])([CH3:33])[CH3:32])=[O:29])=[O:19]. (8) Given the reactants [Cl:1][C:2]1[CH:7]=[CH:6][C:5]([NH:8][C:9](=[O:14])[C:10]([F:13])([F:12])[F:11])=[C:4]([C:15]#[N:16])[CH:3]=1.[H-].[Na+].Br[CH2:20][C:21]([O:23][CH2:24][CH3:25])=[O:22].[Cl-].[NH4+].C(OCC)(=O)C, predict the reaction product. The product is: [CH2:24]([O:23][C:21](=[O:22])[CH2:20][N:8]([C:5]1[CH:6]=[CH:7][C:2]([Cl:1])=[CH:3][C:4]=1[C:15]#[N:16])[C:9](=[O:14])[C:10]([F:13])([F:11])[F:12])[CH3:25]. (9) Given the reactants [S:1]1[C:5]2[CH:6]=[CH:7][C:8]([N:10]3[CH2:15][CH2:14][CH:13]([C:16]([OH:18])=O)[CH2:12][CH2:11]3)=[CH:9][C:4]=2[N:3]=[CH:2]1.BrC1C=CC2SC=NC=2C=1.[NH2:29][C:30]1[CH:38]=[CH:37][CH:36]=[C:35]2[C:31]=1[CH2:32][CH2:33][NH:34]2, predict the reaction product. The product is: [NH:34]1[C:35]2[C:31](=[C:30]([NH:29][C:16]([CH:13]3[CH2:12][CH2:11][N:10]([C:8]4[CH:7]=[CH:6][C:5]5[S:1][CH:2]=[N:3][C:4]=5[CH:9]=4)[CH2:15][CH2:14]3)=[O:18])[CH:38]=[CH:37][CH:36]=2)[CH2:32][CH2:33]1.